This data is from Forward reaction prediction with 1.9M reactions from USPTO patents (1976-2016). The task is: Predict the product of the given reaction. (1) Given the reactants [NH2:1][C:2]1[C:7]([OH:8])=[CH:6][C:5]([Br:9])=[CH:4][N:3]=1.CCN(CC)CC.[CH3:17][C:18]([O:21][C:22](O[C:22]([O:21][C:18]([CH3:20])([CH3:19])[CH3:17])=[O:23])=[O:23])([CH3:20])[CH3:19].O, predict the reaction product. The product is: [Br:9][C:5]1[CH:6]=[C:7]([OH:8])[C:2]([NH:1][C:22]([O:21][C:18]([CH3:20])([CH3:19])[CH3:17])=[O:23])=[N:3][CH:4]=1. (2) Given the reactants [CH2:1]([O:3][C:4](=[O:20])[C:5]([O:8][C:9]1[CH:14]=[CH:13][C:12]([CH2:15][CH:16]([NH2:18])[CH3:17])=[CH:11][C:10]=1[CH3:19])([CH3:7])[CH3:6])[CH3:2].[CH:21]1([C:24]2[C:29]([C:30](O)=[O:31])=[CH:28][N:27]=[C:26]([C:33]3[CH:38]=[CH:37][CH:36]=[C:35]([C:39]([F:42])([F:41])[F:40])[CH:34]=3)[N:25]=2)[CH2:23][CH2:22]1, predict the reaction product. The product is: [CH2:1]([O:3][C:4](=[O:20])[C:5]([O:8][C:9]1[CH:14]=[CH:13][C:12]([CH2:15][CH:16]([NH:18][C:30]([C:29]2[C:24]([CH:21]3[CH2:23][CH2:22]3)=[N:25][C:26]([C:33]3[CH:38]=[CH:37][CH:36]=[C:35]([C:39]([F:41])([F:42])[F:40])[CH:34]=3)=[N:27][CH:28]=2)=[O:31])[CH3:17])=[CH:11][C:10]=1[CH3:19])([CH3:6])[CH3:7])[CH3:2]. (3) Given the reactants [Cl:1][C:2]1[C:10]2[O:9][C:8](=[O:11])[NH:7][C:6]=2[CH:5]=[C:4]([NH:12][C:13](=[O:54])[C@@H:14]([NH:36][C:37]([C@H:39]2[CH2:44][CH2:43][C@H:42]([CH2:45][NH:46]C(=O)OC(C)(C)C)[CH2:41][CH2:40]2)=[O:38])[CH2:15][C:16]2[CH:21]=[CH:20][C:19]([C:22]3[CH:27]=[CH:26][C:25]([C:28](=[O:34])[NH:29][CH:30]4[CH2:33][CH2:32][CH2:31]4)=[CH:24][C:23]=3[CH3:35])=[CH:18][CH:17]=2)[CH:3]=1.Cl, predict the reaction product. The product is: [ClH:1].[NH2:46][CH2:45][C@H:42]1[CH2:43][CH2:44][C@H:39]([C:37]([NH:36][C@H:14]([C:13]([NH:12][C:4]2[CH:3]=[C:2]([Cl:1])[C:10]3[O:9][C:8](=[O:11])[NH:7][C:6]=3[CH:5]=2)=[O:54])[CH2:15][C:16]2[CH:21]=[CH:20][C:19]([C:22]3[CH:27]=[CH:26][C:25]([C:28]([NH:29][CH:30]4[CH2:31][CH2:32][CH2:33]4)=[O:34])=[CH:24][C:23]=3[CH3:35])=[CH:18][CH:17]=2)=[O:38])[CH2:40][CH2:41]1. (4) The product is: [C:4]1([C:49]2[CH:54]=[CH:53][CH:52]=[CH:51][CH:50]=2)[CH:3]=[CH:2][C:1]([CH2:7][C@H:8]([NH:26][C:27](=[O:28])[C:29]2[CH:34]=[CH:33][CH:32]=[C:31]([CH3:58])[CH:30]=2)[C:9](=[O:25])[NH:10][CH2:11][CH2:12][NH:13][C:14]2[CH:19]=[CH:48][C:47]([O:46][CH3:45])=[CH:16][CH:15]=2)=[CH:6][CH:5]=1. Given the reactants [CH:1]1([CH2:7][C@H:8]([NH:26][C:27]([C:29]2[CH:30]=[C:31](C3C=CC=C(OC)C=3)[CH:32]=[CH:33][CH:34]=2)=[O:28])[C:9](=[O:25])[NH:10][CH2:11][CH2:12][NH:13][C:14]2[CH:19]=CC(OC(F)(F)F)=[CH:16][CH:15]=2)[CH2:6][CH2:5][CH2:4][CH2:3][CH2:2]1.O1[CH2:48][CH2:47][O:46][CH2:45]C1.[C:49]1(B(O)O)[CH:54]=[CH:53][CH:52]=[CH:51][CH:50]=1.[C:58]([O-])([O-])=O.[Na+].[Na+], predict the reaction product. (5) Given the reactants [Cl:1][C:2]1[CH:3]=[C:4]([CH:22]=[C:23]([O:25][CH3:26])[CH:24]=1)[C:5]([NH:7][CH2:8][C:9]1[CH:19]=[CH:18][C:17]([C:20]#[N:21])=[CH:16][C:10]=1[O:11][CH2:12][C:13](O)=[O:14])=[O:6].Cl.[CH3:28][O:29][C:30](=[O:35])[C:31]([NH2:34])([CH3:33])[CH3:32], predict the reaction product. The product is: [CH3:28][O:29][C:30](=[O:35])[C:31]([NH:34][C:13](=[O:14])[CH2:12][O:11][C:10]1[CH:16]=[C:17]([C:20]#[N:21])[CH:18]=[CH:19][C:9]=1[CH2:8][NH:7][C:5](=[O:6])[C:4]1[CH:22]=[C:23]([O:25][CH3:26])[CH:24]=[C:2]([Cl:1])[CH:3]=1)([CH3:33])[CH3:32].